This data is from Forward reaction prediction with 1.9M reactions from USPTO patents (1976-2016). The task is: Predict the product of the given reaction. (1) Given the reactants [CH2:1]([O:8][C:9]1[CH:14]=[CH:13][CH:12]=[CH:11][C:10]=1[C:15]1[NH:16][C:17](=O)[C:18](=[C:21]([S:23][CH3:24])[CH:22]=1)[C:19]#[N:20])[C:2]1[CH:7]=[CH:6][CH:5]=[CH:4][CH:3]=1.BrCC([NH2:30])=O.C(=O)([O-])[O-].[K+].[K+].CN(C=O)C, predict the reaction product. The product is: [NH2:30][C:17]1[N:16]=[C:15]([C:10]2[CH:11]=[CH:12][CH:13]=[CH:14][C:9]=2[O:8][CH2:1][C:2]2[CH:7]=[CH:6][CH:5]=[CH:4][CH:3]=2)[CH:22]=[C:21]([S:23][CH3:24])[C:18]=1[C:19]#[N:20]. (2) Given the reactants [C:1]([NH:3][C:4](=[N:7][CH2:8][CH2:9][S:10][CH2:11][C:12]1[N:13]=[CH:14][NH:15][C:16]=1[CH3:17])[NH:5][CH3:6])#[N:2].[C:18](=[O:30])([O:27][CH2:28][CH3:29])[O:19][CH2:20][CH2:21][N:22]([C:24](Cl)=[O:25])[CH3:23].C(N(CC)CC)C, predict the reaction product. The product is: [C:18](=[O:30])([O:19][CH2:20][CH2:21][N:22]([C:24]([N:15]1[C:16]([CH3:17])=[C:12]([CH2:11][S:10][CH2:9][CH2:8][N:7]=[C:4]([NH:3][C:1]#[N:2])[NH:5][CH3:6])[N:13]=[CH:14]1)=[O:25])[CH3:23])[O:27][CH2:28][CH3:29]. (3) Given the reactants BrC1C=[C:4]([CH:21]=[C:22]([C:24](F)(F)F)[CH:23]=1)CO[C:21]1[CH:4]=CC=[CH:23][C:22]=1[CH2:24]C(OC(C)(C)C)=O.[Br:28][C:29]1[CH:30]=[C:31]([CH:36]=[C:37]([OH:39])[CH:38]=1)[C:32]([O:34][CH3:35])=[O:33].CC1(CO)CC1, predict the reaction product. The product is: [Br:28][C:29]1[CH:30]=[C:31]([CH:36]=[C:37]([O:39][CH2:23][C:22]2([CH3:24])[CH2:4][CH2:21]2)[CH:38]=1)[C:32]([O:34][CH3:35])=[O:33]. (4) Given the reactants [H-].[Na+].COP([CH:9]([C:17]1[CH:22]=[CH:21][CH:20]=[C:19]([C:23]#[N:24])[CH:18]=1)[O:10][CH:11]1[CH2:16][CH2:15][CH2:14][CH2:13][O:12]1)(=O)OC.[N:25]1[CH:30]=[CH:29][C:28]([CH:31]=O)=[CH:27][CH:26]=1.O, predict the reaction product. The product is: [N:25]1[CH:30]=[CH:29][C:28](/[CH:31]=[C:9](\[C:17]2[CH:18]=[C:19]([CH:20]=[CH:21][CH:22]=2)[C:23]#[N:24])/[O:10][CH:11]2[CH2:16][CH2:15][CH2:14][CH2:13][O:12]2)=[CH:27][CH:26]=1. (5) Given the reactants [C:1]1([CH2:7][CH2:8][N:9]2[C:13]([C:14]3[CH:19]=[CH:18][N:17]=[CH:16][CH:15]=3)=[C:12]([C:20]([O:22][CH2:23][CH3:24])=[O:21])[CH:11]=[N:10]2)[CH:6]=CC=CC=1.Cl.C1(CNN)CC1, predict the reaction product. The product is: [CH:7]1([CH2:8][N:9]2[C:13]([C:14]3[CH:15]=[CH:16][N:17]=[CH:18][CH:19]=3)=[C:12]([C:20]([O:22][CH2:23][CH3:24])=[O:21])[CH:11]=[N:10]2)[CH2:1][CH2:6]1. (6) The product is: [CH2:13]([C:11]1[CH:10]=[C:5]([C:6]([OH:8])=[O:7])[CH:4]=[C:3]([C:1]#[N:2])[N:12]=1)[CH3:14]. Given the reactants [C:1]([C:3]1[CH:4]=[C:5]([CH:10]=[C:11]([CH2:13][CH3:14])[N:12]=1)[C:6]([O:8]C)=[O:7])#[N:2].[Li+].[OH-].Cl, predict the reaction product. (7) Given the reactants CO[C:3](=[O:25])[C:4]1[CH:9]=[CH:8][C:7]([NH:10][CH2:11][C:12]2[C:13]([C:18]3[CH:23]=[CH:22][C:21]([F:24])=[CH:20][CH:19]=3)=[N:14][O:15][C:16]=2[CH3:17])=[N:6][CH:5]=1.[NH2:26][CH:27]1[CH2:32][CH2:31][O:30][CH2:29][CH2:28]1, predict the reaction product. The product is: [F:24][C:21]1[CH:22]=[CH:23][C:18]([C:13]2[C:12]([CH2:11][NH:10][C:7]3[CH:8]=[CH:9][C:4]([C:3]([NH:26][CH:27]4[CH2:32][CH2:31][O:30][CH2:29][CH2:28]4)=[O:25])=[CH:5][N:6]=3)=[C:16]([CH3:17])[O:15][N:14]=2)=[CH:19][CH:20]=1.